From a dataset of Full USPTO retrosynthesis dataset with 1.9M reactions from patents (1976-2016). Predict the reactants needed to synthesize the given product. (1) Given the product [CH:17]1([N:16]2[C:11]3[C:10](=[O:24])[NH:9][C:8]([C:5]4[CH:6]=[CH:7][C:2](/[CH:58]=[CH:57]/[C:56]([O:60][CH3:61])=[O:59])=[CH:3][C:4]=4[O:25][CH3:26])=[N:13][C:12]=3[C:14]([CH3:23])=[N:15]2)[CH2:22][CH2:21][CH2:20][CH2:19][CH2:18]1, predict the reactants needed to synthesize it. The reactants are: Br[C:2]1[CH:7]=[CH:6][C:5]([C:8]2[NH:9][C:10](=[O:24])[C:11]3[N:16]([CH:17]4[CH2:22][CH2:21][CH2:20][CH2:19][CH2:18]4)[N:15]=[C:14]([CH3:23])[C:12]=3[N:13]=2)=[C:4]([O:25][CH3:26])[CH:3]=1.C1(C)C=CC=CC=1P(C1C=CC=CC=1C)C1C=CC=CC=1C.C(N(CC)CC)C.[C:56]([O:60][CH3:61])(=[O:59])[CH:57]=[CH2:58]. (2) Given the product [CH3:10][C:11]1[CH:16]=[CH:15][C:14]([C:2]2[CH:7]=[CH:6][CH:5]=[CH:4][C:3]=2[O:8][CH3:9])=[CH:13][CH:12]=1, predict the reactants needed to synthesize it. The reactants are: Cl[C:2]1[CH:7]=[CH:6][CH:5]=[CH:4][C:3]=1[O:8][CH3:9].[CH3:10][C:11]1[CH:16]=[CH:15][C:14](B(O)O)=[CH:13][CH:12]=1.[F-].[Cs+]. (3) The reactants are: [CH3:1][C@H:2]1[C@@H:6]([C:7]2[CH:12]=[CH:11][CH:10]=[CH:9][CH:8]=2)[O:5][C:4](=[O:13])[NH:3]1.C([Li])CCC.[Br:19][C:20]1[CH:27]=[CH:26][C:25]([C:28]([F:31])([F:30])[F:29])=[CH:24][C:21]=1[CH2:22]Br. Given the product [Br:19][C:20]1[CH:27]=[CH:26][C:25]([C:28]([F:29])([F:30])[F:31])=[CH:24][C:21]=1[CH2:22][N:3]1[C@@H:2]([CH3:1])[C@@H:6]([C:7]2[CH:12]=[CH:11][CH:10]=[CH:9][CH:8]=2)[O:5][C:4]1=[O:13], predict the reactants needed to synthesize it. (4) Given the product [CH:1]([O:3][C:4]([N:6]1[CH2:30][C@:29]2([C:31](=[O:37])[CH2:32][OH:33])[C@@H:8]([CH2:9][C@H:10]3[C@H:23]4[C@@:14]([F:27])([C@:15]5([CH3:26])[C:20]([C@@H:21]([F:24])[CH2:22]4)=[CH:19][C:18](=[O:25])[CH:17]=[CH:16]5)[C@@H:13]([OH:28])[CH2:12][C@@:11]32[CH3:38])[CH2:7]1)=[O:5])=[CH2:2], predict the reactants needed to synthesize it. The reactants are: [CH:1]([O:3][C:4]([N:6]1[CH2:30][C@:29]2([C:31](=[O:37])[CH2:32][O:33]C(=O)C)[C@@H:8]([CH2:9][C@H:10]3[C@H:23]4[C@@:14]([F:27])([C@:15]5([CH3:26])[C:20]([C@@H:21]([F:24])[CH2:22]4)=[CH:19][C:18](=[O:25])[CH:17]=[CH:16]5)[C@@H:13]([OH:28])[CH2:12][C@@:11]32[CH3:38])[CH2:7]1)=[O:5])=[CH2:2].C([O-])([O-])=O.[K+].[K+]. (5) The reactants are: Cl[C:2]1[N:7]=[C:6]2[CH2:8][CH2:9][O:10][CH2:11][C:5]2=[CH:4][C:3]=1[C:12]#[N:13].C(O)(=O)C. Given the product [N:7]1[CH:2]=[C:3]([C:12]#[N:13])[CH:4]=[C:5]2[CH2:11][O:10][CH2:9][CH2:8][C:6]=12, predict the reactants needed to synthesize it. (6) Given the product [OH:27][C@@H:26]([C:28]1[S:29][CH:30]=[C:31]([C:33]([O:35][CH3:36])=[O:34])[N:32]=1)[CH2:25][C@@H:24]([N:20]([CH2:21][CH2:22][CH3:23])[C:18](=[O:19])[C@@H:17]([NH:16][C:50]([C@H:45]1[CH2:46][CH2:47][CH2:48][CH2:49][N:44]1[CH3:43])=[O:51])[CH:40]([CH3:41])[CH3:42])[CH:37]([CH3:39])[CH3:38], predict the reactants needed to synthesize it. The reactants are: C1CCC(N=C=NC2CCCCC2)CC1.[NH2:16][C@@H:17]([CH:40]([CH3:42])[CH3:41])[C:18]([N:20]([C@@H:24]([CH:37]([CH3:39])[CH3:38])[CH2:25][C@H:26]([C:28]1[S:29][CH:30]=[C:31]([C:33]([O:35][CH3:36])=[O:34])[N:32]=1)[OH:27])[CH2:21][CH2:22][CH3:23])=[O:19].[CH3:43][N:44]1[CH2:49][CH2:48][CH2:47][CH2:46][C@@H:45]1[C:50](O)=[O:51].O.C(O)(C)(C)C. (7) Given the product [CH:25]1([NH:28][CH2:29][C@@H:30]2[C@H:34]([F:35])[CH2:33][N:32]([C:2]3[N:11]=[C:10]4[C:5]([C:6](=[O:23])[C:7]([C:20]([OH:22])=[O:21])=[CH:8][N:9]4[C:12]4[CH:17]=[CH:16][C:15]([F:18])=[CH:14][C:13]=4[F:19])=[CH:4][C:3]=3[F:24])[CH2:31]2)[CH2:27][CH2:26]1, predict the reactants needed to synthesize it. The reactants are: Cl[C:2]1[N:11]=[C:10]2[C:5]([C:6](=[O:23])[C:7]([C:20]([OH:22])=[O:21])=[CH:8][N:9]2[C:12]2[CH:17]=[CH:16][C:15]([F:18])=[CH:14][C:13]=2[F:19])=[CH:4][C:3]=1[F:24].[CH:25]1([NH:28][CH2:29][C@@H:30]2[C@H:34]([F:35])[CH2:33][NH:32][CH2:31]2)[CH2:27][CH2:26]1.